From a dataset of TCR-epitope binding with 47,182 pairs between 192 epitopes and 23,139 TCRs. Binary Classification. Given a T-cell receptor sequence (or CDR3 region) and an epitope sequence, predict whether binding occurs between them. (1) The epitope is DRFYKTLRAEQASQEV. The TCR CDR3 sequence is CASSTGTSNTGELFF. Result: 0 (the TCR does not bind to the epitope). (2) The epitope is YLNTLTLAV. The TCR CDR3 sequence is CASSHAIGENEQYF. Result: 1 (the TCR binds to the epitope). (3) The epitope is IVDTVSALV. The TCR CDR3 sequence is CASSVGQGEYEQYF. Result: 0 (the TCR does not bind to the epitope). (4) The epitope is RQLLFVVEV. The TCR CDR3 sequence is CASRQPEQFF. Result: 1 (the TCR binds to the epitope). (5) The epitope is SGPLKAEIAQRLED. The TCR CDR3 sequence is CASSHDTGGYEQYF. Result: 0 (the TCR does not bind to the epitope). (6) The epitope is NLVPMVATV. The TCR CDR3 sequence is CASSYPGLANEQFF. Result: 1 (the TCR binds to the epitope). (7) The epitope is TFYLTNDVSFL. The TCR CDR3 sequence is CASSQEVGGRRGETQYF. Result: 0 (the TCR does not bind to the epitope).